The task is: Predict the reactants needed to synthesize the given product.. This data is from Full USPTO retrosynthesis dataset with 1.9M reactions from patents (1976-2016). Given the product [C:16]([O:20][C:21]([N:23]1[CH2:28][CH2:27][N:26]([CH2:15][C@H:13]([OH:14])[C:6]2[C:5]3[C:10](=[CH:11][CH:12]=[C:3]([O:2][CH3:1])[CH:4]=3)[N:9]=[CH:8][CH:7]=2)[CH2:25][CH2:24]1)=[O:22])([CH3:19])([CH3:17])[CH3:18], predict the reactants needed to synthesize it. The reactants are: [CH3:1][O:2][C:3]1[CH:4]=[C:5]2[C:10](=[CH:11][CH:12]=1)[N:9]=[CH:8][CH:7]=[C:6]2[C@@H:13]1[CH2:15][O:14]1.[C:16]([O:20][C:21]([N:23]1[CH2:28][CH2:27][NH:26][CH2:25][CH2:24]1)=[O:22])([CH3:19])([CH3:18])[CH3:17].Cl([O-])(=O)(=O)=O.[Li+].